This data is from Forward reaction prediction with 1.9M reactions from USPTO patents (1976-2016). The task is: Predict the product of the given reaction. (1) Given the reactants Br[C:2]1[C:3]([CH2:16][O:17][C:18]2[CH:23]=[CH:22][C:21]([C@@H:24]([C:29]3[N:30]([CH3:34])[CH:31]=[CH:32][N:33]=3)[CH2:25][C:26]([OH:28])=[O:27])=[CH:20][CH:19]=2)=[CH:4][C:5]2[C:6]([CH3:15])([CH3:14])[CH2:7][CH2:8][C:9]([CH3:13])([CH3:12])[C:10]=2[CH:11]=1.[CH:35]1(B(O)O)C[CH2:36]1.[O-]P([O-])([O-])=O.[K+].[K+].[K+].[CH3:49]OC1C=CC=C(OC)C=1C1C=CC=CC=1P(C1CCCCC1)C1CCCCC1, predict the reaction product. The product is: [CH3:34][N:30]1[CH:31]=[CH:32][N:33]=[C:29]1[C@H:24]([C:21]1[CH:22]=[CH:23][C:18]([O:17][CH2:16][C:3]2[C:2]([CH3:49])=[CH:11][C:10]3[C:9]([CH3:12])([CH3:13])[CH2:8][CH2:7][C:6]([CH3:15])([CH3:14])[C:5]=3[CH:4]=2)=[CH:19][CH:20]=1)[CH2:25][C:26]([O:28][CH2:35][CH3:36])=[O:27]. (2) The product is: [NH:4]1[C:12]2[C:7](=[CH:8][CH:9]=[C:10]([C:13]([O:15][CH3:3])=[O:14])[CH:11]=2)[CH:6]=[CH:5]1. Given the reactants [N+](=[CH2:3])=[N-].[NH:4]1[C:12]2[C:7](=[CH:8][CH:9]=[C:10]([C:13]([OH:15])=[O:14])[CH:11]=2)[CH:6]=[CH:5]1, predict the reaction product. (3) Given the reactants [CH3:1][CH2:2][O:3][C:4]([CH:6]1[N:11]([C:12]2[N:17]=[CH:16][CH:15]=[CH:14][C:13]=2[Cl:18])[NH:10][C:8](=[O:9])[CH2:7]1)=[O:5].S(=O)(=O)(O)O.S(OOS([O-])(=O)=O)([O-])(=O)=O.[K+].[K+], predict the reaction product. The product is: [Cl:18][C:13]1[C:12]([N:11]2[C:6]([C:4]([O:3][CH2:2][CH3:1])=[O:5])=[CH:7][C:8](=[O:9])[NH:10]2)=[N:17][CH:16]=[CH:15][CH:14]=1.